Task: Predict the reactants needed to synthesize the given product.. Dataset: Full USPTO retrosynthesis dataset with 1.9M reactions from patents (1976-2016) (1) Given the product [CH2:1]([O:8][CH2:9][O:10][CH2:11][CH2:12][C:13]1[CH:25]=[CH:24][C:16]([NH2:17])=[CH:15][CH:14]=1)[C:2]1[CH:3]=[CH:4][CH:5]=[CH:6][CH:7]=1, predict the reactants needed to synthesize it. The reactants are: [CH2:1]([O:8][CH2:9][O:10][CH2:11][CH2:12][C:13]1[CH:25]=[CH:24][C:16]([NH:17]C(=O)C(F)(F)F)=[CH:15][CH:14]=1)[C:2]1[CH:7]=[CH:6][CH:5]=[CH:4][CH:3]=1.O.C(=O)([O-])[O-].[K+].[K+]. (2) Given the product [Br:1][C:2]1[CH:7]=[CH:6][N:5]=[C:4]([NH:8][C:9]2[O:10][CH:11]=[CH:12][N:13]=2)[CH:3]=1, predict the reactants needed to synthesize it. The reactants are: [Br:1][C:2]1[CH:7]=[CH:6][N:5]=[C:4]([NH:8][C:9]2[O:10][C:11](C(O)=O)=[CH:12][N:13]=2)[CH:3]=1.C(=O)([O-])[O-].[K+].[K+].CN1C(=O)CCC1.Cl.O. (3) Given the product [CH3:1][C:2]1[N:3]([CH2:14][CH2:15][CH2:16][CH2:17][CH2:18][B:19]([OH:21])[OH:20])[C:4]2[C:9]([CH:10]=1)=[CH:8][CH:7]=[CH:6][CH:5]=2, predict the reactants needed to synthesize it. The reactants are: [CH3:1][C:2]1[NH:3][C:4]2[C:9]([CH:10]=1)=[CH:8][CH:7]=[CH:6][CH:5]=2.[H-].[Na+].Br[CH2:14][CH2:15][CH2:16][CH2:17][CH2:18][B:19]([OH:21])[OH:20]. (4) The reactants are: O[CH2:2][C:3]1([C:9]([O:11][CH3:12])=[O:10])[CH:8]=[CH:7][CH:6]=[CH:5][NH:4]1.C(N(CC)CC)C.[CH3:20][S:21](Cl)(=[O:23])=[O:22]. Given the product [CH3:20][S:21]([CH2:2][C:3]1([C:9]([O:11][CH3:12])=[O:10])[CH:8]=[CH:7][CH:6]=[CH:5][NH:4]1)(=[O:23])=[O:22], predict the reactants needed to synthesize it. (5) The reactants are: [CH2:1]([N:3]1[C:9](=[O:10])[C:8]([CH3:12])([CH3:11])[C:7](=[O:13])[N:6]([CH3:14])[C:5]2[CH:15]=[C:16]([CH2:19][NH:20][CH2:21][CH2:22][C:23]3[CH:24]=[N:25][CH:26]=[CH:27][CH:28]=3)[CH:17]=[CH:18][C:4]1=2)[CH3:2].[CH3:29][N:30]1[C:38]2[C:33](=[CH:34][CH:35]=[CH:36][CH:37]=2)[C:32]([CH2:39][C:40](O)=[O:41])=[CH:31]1.ON1C2C=CC=CC=2N=N1.[ClH:53].CN(C)CCCN=C=NCC.Cl. Given the product [ClH:53].[CH2:1]([N:3]1[C:9](=[O:10])[C:8]([CH3:12])([CH3:11])[C:7](=[O:13])[N:6]([CH3:14])[C:5]2[CH:15]=[C:16]([CH2:19][N:20]([CH2:21][CH2:22][C:23]3[CH:24]=[N:25][CH:26]=[CH:27][CH:28]=3)[C:40](=[O:41])[CH2:39][C:32]3[C:33]4[C:38](=[CH:37][CH:36]=[CH:35][CH:34]=4)[N:30]([CH3:29])[CH:31]=3)[CH:17]=[CH:18][C:4]1=2)[CH3:2], predict the reactants needed to synthesize it. (6) Given the product [CH3:26][C:13]1[S:12]/[C:11](=[N:10]\[C:8]([N:5]2[C:4]3[C:37](=[CH:38][CH:39]=[CH:40][CH:41]=3)[CH2:7][CH2:6]2)=[O:9])/[N:15]([C:16]2[CH:21]=[CH:20][C:19]([C:22]([F:25])([F:24])[F:23])=[CH:18][CH:17]=2)[CH:14]=1, predict the reactants needed to synthesize it. The reactants are: [I-].C[N+]1[CH:7]=[CH:6][N:5]([C:8](/[N:10]=[C:11]2\[S:12][C:13]([CH3:26])=[CH:14][N:15]\2[C:16]2[CH:21]=[CH:20][C:19]([C:22]([F:25])([F:24])[F:23])=[CH:18][CH:17]=2)=[O:9])[CH:4]=1.C(N(C(C)C)CC)(C)C.N1C2[C:39](=[CH:40][CH:41]=CC=2)[CH2:38][CH2:37]1. (7) Given the product [CH:9]1[C:22]2[CH:21]=[C:20]([C:23]3[CH:24]=[C:25]([C:2]4[CH:7]=[C:6]([C:25]5[CH:26]=[CH:27][CH:28]=[C:23]([C:20]6[C:19]7[C:14]([C:13]8[CH:12]=[CH:11][CH:10]=[CH:9][C:39]=8[CH:38]=6)=[CH:15][CH:16]=[CH:17][CH:18]=7)[CH:24]=5)[N:5]=[CH:4][N:3]=4)[CH:26]=[CH:27][CH:28]=3)[C:19]3[C:14](=[CH:15][CH:16]=[CH:17][CH:18]=3)[C:13]=2[CH:12]=[CH:11][CH:10]=1, predict the reactants needed to synthesize it. The reactants are: Cl[C:2]1[CH:7]=[C:6](Cl)[N:5]=[CH:4][N:3]=1.[CH:9]1[C:22]2[CH:21]=[C:20]([C:23]3[CH:24]=[C:25](B(O)O)[CH:26]=[CH:27][CH:28]=3)[C:19]3[C:14](=[CH:15][CH:16]=[CH:17][CH:18]=3)[C:13]=2[CH:12]=[CH:11][CH:10]=1.C(=O)([O-])[O-].[Na+].[Na+].[C:38](#N)[CH3:39].